This data is from Full USPTO retrosynthesis dataset with 1.9M reactions from patents (1976-2016). The task is: Predict the reactants needed to synthesize the given product. (1) Given the product [CH2:11]([O:18][C:19]([N:1]1[CH2:5][CH2:4][CH2:3][CH:2]1[C:6]([OH:8])=[O:7])=[O:20])[C:12]1[CH:17]=[CH:16][CH:15]=[CH:14][CH:13]=1, predict the reactants needed to synthesize it. The reactants are: [NH:1]1[CH2:5][CH2:4][CH2:3][CH:2]1[C:6]([OH:8])=[O:7].O.[Na].[CH2:11]([O:18][C:19](Cl)=[O:20])[C:12]1[CH:17]=[CH:16][CH:15]=[CH:14][CH:13]=1.Cl. (2) Given the product [Cl:24][C:11]1[C:12]2[C:17](=[CH:16][C:15]([O:18][CH3:19])=[CH:14][CH:13]=2)[C:8]([N:6]2[CH2:7][CH:2]([CH3:1])[O:3][CH:4]([CH3:21])[CH2:5]2)=[CH:9][N:10]=1, predict the reactants needed to synthesize it. The reactants are: [CH3:1][C@H:2]1[CH2:7][N:6]([C:8]2[C:17]3[C:12](=[CH:13][CH:14]=[C:15]([O:18][CH3:19])[CH:16]=3)[C:11](=O)[NH:10][CH:9]=2)[CH2:5][C@@H:4]([CH3:21])[O:3]1.O=P(Cl)(Cl)[Cl:24]. (3) Given the product [CH2:23]([O:25][CH:26]1[O:21][C:20](=[O:22])[CH:19]([C:13]2[CH:18]=[CH:17][CH:16]=[CH:15][CH:14]=2)[CH2:27]1)[CH3:24], predict the reactants needed to synthesize it. The reactants are: C(NC(C)C)(C)C.C([Li])CCC.[C:13]1([CH2:19][C:20]([OH:22])=[O:21])[CH:18]=[CH:17][CH:16]=[CH:15][CH:14]=1.[CH2:23]([O:25][CH:26](OCC)[CH2:27]Br)[CH3:24]. (4) Given the product [CH2:23]([O:27][C:28]1[CH:29]=[CH:30][C:31]([C:32]([NH:38][CH2:39][C@H:40]([N:45]2[CH2:50][CH2:49][N:48]([S:51]([CH3:54])(=[O:53])=[O:52])[CH2:47][CH2:46]2)[C:41]([O:43][CH3:44])=[O:42])=[O:34])=[CH:35][CH:36]=1)[C:24]#[C:25][CH3:26], predict the reactants needed to synthesize it. The reactants are: ON1C2C=CC=CC=2N=N1.Cl.C(N=C=NCCCN(C)C)C.[CH2:23]([O:27][C:28]1[CH:36]=[CH:35][C:31]([C:32]([OH:34])=O)=[CH:30][CH:29]=1)[C:24]#[C:25][CH3:26].Cl.[NH2:38][CH2:39][C@H:40]([N:45]1[CH2:50][CH2:49][N:48]([S:51]([CH3:54])(=[O:53])=[O:52])[CH2:47][CH2:46]1)[C:41]([O:43][CH3:44])=[O:42].C(N(CC)CC)C.C(=O)([O-])O.[Na+]. (5) Given the product [N:15]1[C:7]2[NH:8][C:9]3[C:10](=[CH:11][N:12]=[CH:13][CH:14]=3)[C:6]=2[C:4]([OH:5])=[N:23][CH:21]=1, predict the reactants needed to synthesize it. The reactants are: C(O[C:4]([C:6]1[C:10]2[CH:11]=[N:12][CH:13]=[CH:14][C:9]=2[NH:8][C:7]=1[NH2:15])=[O:5])C.C([O-])=O.[NH4+].O.[CH:21]([NH2:23])=O. (6) Given the product [F:1][C:2]1[CH:7]=[C:6]([F:8])[CH:5]=[CH:4][C:3]=1[C:9]([OH:30])([CH2:24][N:25]1[CH:29]=[N:28][N:27]=[N:26]1)[C:10]([C:13]1[N:18]=[CH:17][C:16](/[CH:19]=[CH:20]/[CH:21]([OH:23])[CH3:22])=[CH:15][CH:14]=1)([F:12])[F:11], predict the reactants needed to synthesize it. The reactants are: [F:1][C:2]1[CH:7]=[C:6]([F:8])[CH:5]=[CH:4][C:3]=1[C:9]([OH:30])([CH2:24][N:25]1[CH:29]=[N:28][N:27]=[N:26]1)[C:10]([C:13]1[N:18]=[CH:17][C:16](/[CH:19]=[CH:20]\[C:21](=[O:23])[CH3:22])=[CH:15][CH:14]=1)([F:12])[F:11].[BH4-].[Na+].